Dataset: Full USPTO retrosynthesis dataset with 1.9M reactions from patents (1976-2016). Task: Predict the reactants needed to synthesize the given product. Given the product [F:1][C:2]1[CH:3]=[C:4]([C:19]2[CH:20]=[C:21]3[C:25](=[CH:26][CH:27]=2)[N:24]([CH3:28])[C:23](=[O:29])[CH2:22]3)[CH:5]=[N:6][CH:7]=1, predict the reactants needed to synthesize it. The reactants are: [F:1][C:2]1[CH:3]=[C:4](B(O)O)[CH:5]=[N:6][CH:7]=1.O.C(=O)([O-])[O-].[Na+].[Na+].Br[C:19]1[CH:20]=[C:21]2[C:25](=[CH:26][CH:27]=1)[N:24]([CH3:28])[C:23](=[O:29])[CH2:22]2.